From a dataset of Reaction yield outcomes from USPTO patents with 853,638 reactions. Predict the reaction yield, written as a fraction of the theoretical maximum amount of product (1.0 means a 100% yield; for example, 0.34 means a 34% yield). (1) The reactants are Cl.CC1(C)CO[C:6]2([CH2:13][CH2:12][CH:11]([O:14][C:15]3[CH:22]=[CH:21][C:18]([C:19]#[N:20])=[CH:17][N:16]=3)[CH2:10][CH2:9]2)[O:5]C1. The catalyst is CC(C)=O. The product is [O:5]=[C:6]1[CH2:13][CH2:12][CH:11]([O:14][C:15]2[CH:22]=[CH:21][C:18]([C:19]#[N:20])=[CH:17][N:16]=2)[CH2:10][CH2:9]1. The yield is 0.710. (2) The reactants are N12[CH2:8][CH2:7]N(CC1)CC2.[C:9]([O:13][C:14]([N:16]1[CH2:21][CH2:20][CH:19]([CH2:22][OH:23])[CH2:18][CH2:17]1)=[O:15])([CH3:12])([CH3:11])[CH3:10].[C:24]1(C)[C:25]([S:30](Cl)(=[O:32])=[O:31])=[CH:26][CH:27]=C[CH:29]=1. The catalyst is COC(C)(C)C.CCOCC. The product is [C:9]([O:13][C:14]([N:16]1[CH2:21][CH2:20][CH:19]([CH2:22][O:23][S:30]([C:25]2[CH:26]=[CH:27][C:7]([CH3:8])=[CH:29][CH:24]=2)(=[O:32])=[O:31])[CH2:18][CH2:17]1)=[O:15])([CH3:12])([CH3:11])[CH3:10]. The yield is 0.850.